From a dataset of hERG Central: cardiac toxicity at 1µM, 10µM, and general inhibition. Predict hERG channel inhibition at various concentrations. (1) Results: hERG_inhib (hERG inhibition (general)): blocker. The drug is O=C(O)C(=O)O.O=C(c1ccc(F)cc1)N1CCN(C2CCCCC2)CC1. (2) The compound is CCC1CCCCN1CCCNC(=O)c1csc2c1CCCCC2. Results: hERG_inhib (hERG inhibition (general)): blocker. (3) The molecule is CSc1nc2c(c(OC(=O)c3cccc(C)c3)n1)CCCC2. Results: hERG_inhib (hERG inhibition (general)): blocker.